Dataset: Peptide-MHC class I binding affinity with 185,985 pairs from IEDB/IMGT. Task: Regression. Given a peptide amino acid sequence and an MHC pseudo amino acid sequence, predict their binding affinity value. This is MHC class I binding data. (1) The peptide sequence is NSDPNTPDK. The MHC is HLA-A68:02 with pseudo-sequence HLA-A68:02. The binding affinity (normalized) is 0.495. (2) The peptide sequence is RTIISLNKYY. The MHC is Mamu-A01 with pseudo-sequence Mamu-A01. The binding affinity (normalized) is 0.232. (3) The peptide sequence is PLHIVCSKTV. The MHC is HLA-A68:02 with pseudo-sequence HLA-A68:02. The binding affinity (normalized) is 0.155.